From a dataset of Reaction yield outcomes from USPTO patents with 853,638 reactions. Predict the reaction yield, written as a fraction of the theoretical maximum amount of product (1.0 means a 100% yield; for example, 0.34 means a 34% yield). (1) The catalyst is C(#N)C.C(O)(=O)C. The product is [CH2:30]([N:37]([CH2:28][C:17]1[C:16]([Cl:15])=[N:21][C:20]([N:22]2[CH2:26][CH2:25][CH2:24][CH:23]2[CH3:27])=[CH:19][N:18]=1)[CH2:38][CH2:39][OH:40])[C:31]1[CH:36]=[CH:35][CH:34]=[CH:33][CH:32]=1. The yield is 0.760. The reactants are C(O[BH-](OC(=O)C)OC(=O)C)(=O)C.[Na+].[Cl:15][C:16]1[C:17]([CH:28]=O)=[N:18][CH:19]=[C:20]([N:22]2[CH2:26][CH2:25][CH2:24][CH:23]2[CH3:27])[N:21]=1.[CH2:30]([NH:37][CH2:38][CH2:39][OH:40])[C:31]1[CH:36]=[CH:35][CH:34]=[CH:33][CH:32]=1.C(=O)([O-])O.[Na+]. (2) The product is [CH3:10][C:9]1[CH:8]=[CH:7][CH:6]=[C:5]2[C:4]=1[C:2](=[O:3])[NH:1][C:12]([C:13]([O:15][CH2:16][CH3:17])=[O:14])=[N:11]2. The yield is 0.640. The reactants are [NH2:1][C:2]([C:4]1[C:9]([CH3:10])=[CH:8][CH:7]=[CH:6][C:5]=1[NH:11][C:12](=O)[C:13]([O:15][CH2:16][CH3:17])=[O:14])=[O:3].CC[O-].[Na+].Cl. The catalyst is C(O)C. (3) The reactants are Cl[C:2]1[C:11]([F:12])=[C:10](Cl)[C:9]2[C:4](=[CH:5][CH:6]=[C:7]([O:14][CH2:15][CH3:16])[CH:8]=2)[N:3]=1. The catalyst is N.[Ni].CO. The product is [CH2:15]([O:14][C:7]1[CH:8]=[C:9]2[C:4](=[CH:5][CH:6]=1)[N:3]=[CH:2][C:11]([F:12])=[CH:10]2)[CH3:16]. The yield is 0.630. (4) The reactants are [C@H:1]1([NH:11][C:12]([C@@H:14]2[CH2:23][C:22]3[C:17](=[CH:18][C:19]([C:24]([O:26][CH3:27])=[O:25])=[CH:20][CH:21]=3)[CH2:16][N:15]2C(OC(C)(C)C)=O)=[O:13])[C:10]2[C:5](=[CH:6][CH:7]=[CH:8][CH:9]=2)[CH2:4][CH2:3][CH2:2]1.C(O)(C(F)(F)F)=O. The catalyst is C(Cl)Cl. The product is [C@H:1]1([NH:11][C:12]([C@@H:14]2[CH2:23][C:22]3[C:17](=[CH:18][C:19]([C:24]([O:26][CH3:27])=[O:25])=[CH:20][CH:21]=3)[CH2:16][NH:15]2)=[O:13])[C:10]2[C:5](=[CH:6][CH:7]=[CH:8][CH:9]=2)[CH2:4][CH2:3][CH2:2]1. The yield is 0.960. (5) The reactants are [NH2:1][C:2]1[CH:9]=[CH:8][C:5]([C:6]#[N:7])=[CH:4][CH:3]=1.[N+:10]([C:13]1[CH:20]=[CH:19][CH:18]=[CH:17][C:14]=1[CH:15]=O)([O-:12])=[O:11]. The catalyst is C(O)C. The product is [N+:10]([C:13]1[CH:20]=[CH:19][CH:18]=[CH:17][C:14]=1[CH:15]=[N:1][C:2]1[CH:9]=[CH:8][C:5]([C:6]#[N:7])=[CH:4][CH:3]=1)([O-:12])=[O:11]. The yield is 0.793. (6) The reactants are [NH2:1][CH:2]1[C:8](=[O:9])[NH:7][C:6]2[CH:10]=[CH:11][C:12]([Br:14])=[CH:13][C:5]=2[CH2:4][CH2:3]1.CCN(CC)CC.[O:22](C(OC(C)(C)C)=O)[C:23]([O:25][C:26]([CH3:29])([CH3:28])[CH3:27])=O. The catalyst is C(Cl)Cl.O. The product is [C:26]([O:25][C:23](=[O:22])[NH:1][CH:2]1[C:8](=[O:9])[NH:7][C:6]2[CH:10]=[CH:11][C:12]([Br:14])=[CH:13][C:5]=2[CH2:4][CH2:3]1)([CH3:29])([CH3:28])[CH3:27]. The yield is 1.00. (7) The reactants are Br[C:2]1[CH:7]=[CH:6][N:5]=[C:4]2[NH:8][C:9]([CH:11]3[CH2:13][CH2:12]3)=[CH:10][C:3]=12.[H-].[Na+].C([Li])CCC.C([O:24][B:25](OC(C)C)[O:26]C(C)C)(C)C. The catalyst is O1CCCC1. The product is [CH:11]1([C:9]2[NH:8][C:4]3=[N:5][CH:6]=[CH:7][C:2]([B:25]([OH:26])[OH:24])=[C:3]3[CH:10]=2)[CH2:13][CH2:12]1. The yield is 0.431.